From a dataset of Forward reaction prediction with 1.9M reactions from USPTO patents (1976-2016). Predict the product of the given reaction. (1) Given the reactants [CH2:1]([O:8][C:9]1[C:10]([C:20]([O:22]C)=[O:21])=[N:11][N:12]2[CH2:17][CH2:16][N:15]([CH3:18])[C:14](=[O:19])[C:13]=12)[C:2]1[CH:7]=[CH:6][CH:5]=[CH:4][CH:3]=1.[OH-].[Na+].Cl, predict the reaction product. The product is: [CH2:1]([O:8][C:9]1[C:10]([C:20]([OH:22])=[O:21])=[N:11][N:12]2[CH2:17][CH2:16][N:15]([CH3:18])[C:14](=[O:19])[C:13]=12)[C:2]1[CH:7]=[CH:6][CH:5]=[CH:4][CH:3]=1. (2) The product is: [C:1]1([N:7]2[C:11]3=[N:12][CH:13]=[N:14][C:15]([NH:16]/[N:17]=[CH:18]/[C:19]4[CH:27]=[CH:26][C:22]([C:23]([NH:35][CH2:34][C:29]5[CH:30]=[CH:31][CH:32]=[CH:33][N:28]=5)=[O:24])=[CH:21][CH:20]=4)=[C:10]3[CH:9]=[N:8]2)[CH:2]=[CH:3][CH:4]=[CH:5][CH:6]=1. Given the reactants [C:1]1([N:7]2[C:11]3=[N:12][CH:13]=[N:14][C:15]([NH:16]/[N:17]=[CH:18]/[C:19]4[CH:27]=[CH:26][C:22]([C:23](O)=[O:24])=[CH:21][CH:20]=4)=[C:10]3[CH:9]=[N:8]2)[CH:6]=[CH:5][CH:4]=[CH:3][CH:2]=1.[N:28]1[CH:33]=[CH:32][CH:31]=[CH:30][C:29]=1[CH2:34][NH2:35].C1(N2C3=NC=NC(N/N=C/C4C=CC=CC=4C(NCCCN4CCCC4)=O)=C3C=N2)C=CC=CC=1, predict the reaction product. (3) Given the reactants [Cl:1][C:2]1[CH:10]=[CH:9][C:5]([C:6](O)=[O:7])=[CH:4][C:3]=1[NH:11][C:12]([C:14]1[C:24](=[O:25])[NH:23][C:17]2[N:18]=[C:19]([CH3:22])[N:20]=[CH:21][C:16]=2[CH:15]=1)=[O:13].[C:26]([O:30][C:31](=[O:42])[NH:32][CH2:33][CH:34]([NH2:41])[C:35]1[CH:40]=[CH:39][CH:38]=[CH:37][CH:36]=1)([CH3:29])([CH3:28])[CH3:27].CN(C(ON1N=NC2C=CC=NC1=2)=[N+](C)C)C.F[P-](F)(F)(F)(F)F.C(N(CC)CC)C, predict the reaction product. The product is: [Cl:1][C:2]1[CH:10]=[CH:9][C:5]([C:6]([NH:41][CH:34]([C:35]2[CH:36]=[CH:37][CH:38]=[CH:39][CH:40]=2)[CH2:33][NH:32][C:31](=[O:42])[O:30][C:26]([CH3:29])([CH3:27])[CH3:28])=[O:7])=[CH:4][C:3]=1[NH:11][C:12]([C:14]1[C:24](=[O:25])[NH:23][C:17]2[N:18]=[C:19]([CH3:22])[N:20]=[CH:21][C:16]=2[CH:15]=1)=[O:13]. (4) The product is: [CH3:13][O:12][C:8]1[CH:9]=[C:10]2[C:5](=[CH:6][CH:7]=1)[C:4]([OH:14])=[C:3]([C:18]1[CH:19]=[CH:20][CH:21]=[CH:22][CH:23]=1)[C:2]([CH3:1])=[CH:11]2. Given the reactants [CH3:1][C:2]1[C:3]([C:18]2[CH:23]=[CH:22][CH:21]=[CH:20][CH:19]=2)=[C:4]([O:14]COC)[C:5]2[C:10]([CH:11]=1)=[CH:9][C:8]([O:12][CH3:13])=[CH:7][CH:6]=2, predict the reaction product. (5) Given the reactants [NH2:1][C:2]1[CH:7]=[CH:6][CH:5]=[C:4]([NH2:8])[N:3]=1.Br[C:10]1[C:11](=[O:18])[N:12]([CH3:17])[CH:13]=[C:14]([Br:16])[CH:15]=1.CC1(C)C2C=CC=C(P(C3C=CC=CC=3)C3C=CC=CC=3)C=2OC2C1=CC=CC=2P(C1C=CC=CC=1)C1C=CC=CC=1.C([O-])([O-])=O.[Cs+].[Cs+], predict the reaction product. The product is: [NH2:8][C:4]1[N:3]=[C:2]([NH:1][C:10]2[C:11](=[O:18])[N:12]([CH3:17])[CH:13]=[C:14]([Br:16])[CH:15]=2)[CH:7]=[CH:6][CH:5]=1. (6) Given the reactants [CH:1]1([CH2:4][NH:5][CH3:6])[CH2:3][CH2:2]1.FC(F)(F)S([O-])(=O)=O.[N:15]1([S:20](N2C=C[NH+](C)C2)(=[O:22])=[O:21])[CH:19]=[CH:18][N:17]=[CH:16]1, predict the reaction product. The product is: [CH:1]1([CH2:4][N:5]([CH3:6])[S:20]([N:15]2[CH:19]=[CH:18][N:17]=[CH:16]2)(=[O:22])=[O:21])[CH2:3][CH2:2]1. (7) Given the reactants [F:1][C:2]([F:33])([F:32])[C:3]1[CH:27]=[C:26]([C:28]([F:31])([F:30])[F:29])[CH:25]=[CH:24][C:4]=1[CH2:5][N:6]1[C:14]2[C:9](=[CH:10][C:11]([CH:15]=[C:16]3[S:20][C:19](SC)=[N:18][C:17]3=[O:23])=[CH:12][CH:13]=2)[CH:8]=[N:7]1.[N:34]1[CH:39]=[C:38]([CH2:40][NH2:41])[CH:37]=[N:36][CH:35]=1, predict the reaction product. The product is: [F:1][C:2]([F:32])([F:33])[C:3]1[CH:27]=[C:26]([C:28]([F:29])([F:30])[F:31])[CH:25]=[CH:24][C:4]=1[CH2:5][N:6]1[C:14]2[C:9](=[CH:10][C:11]([CH:15]=[C:16]3[S:20][C:19]([NH:41][CH2:40][C:38]4[CH:39]=[N:34][CH:35]=[N:36][CH:37]=4)=[N:18][C:17]3=[O:23])=[CH:12][CH:13]=2)[CH:8]=[N:7]1.